The task is: Predict the reactants needed to synthesize the given product.. This data is from Full USPTO retrosynthesis dataset with 1.9M reactions from patents (1976-2016). (1) Given the product [CH2:1]([O:3][C:4]1[CH:5]=[C:6]2[C:11](=[C:12]3[CH2:16][C:15]([CH3:18])([CH3:17])[O:14][C:13]=13)[C:10]([C:19]1[CH:28]=[CH:27][C:22]([C:23]([O:25][CH3:26])=[O:24])=[C:21]([NH:29][CH2:30][CH3:31])[CH:20]=1)=[N:9][C:8]([CH3:38])([CH3:39])[CH2:7]2)[CH3:2], predict the reactants needed to synthesize it. The reactants are: [CH2:1]([O:3][C:4]1[CH:5]=[C:6]2[C:11](=[C:12]3[CH2:16][C:15]([CH3:18])([CH3:17])[O:14][C:13]=13)[C:10]([C:19]1[CH:28]=[CH:27][C:22]([C:23]([O:25][CH3:26])=[O:24])=[C:21]([N:29](CC)[C:30](=O)[C:31](F)(F)F)[CH:20]=1)=[N:9][C:8]([CH3:39])([CH3:38])[CH2:7]2)[CH3:2].C(=O)([O-])[O-].[K+].[K+]. (2) Given the product [Cl:25][C:26]1[CH:31]=[CH:30][C:29]([CH2:32][S:33]([NH:36][C:22]([CH:20]2[CH2:19][N:18]([C:4]3[C:3]([C:1]#[N:2])=[CH:8][C:7]([C:9]([O:11][CH2:12][CH3:13])=[O:10])=[C:6]([C:14]([F:17])([F:16])[F:15])[N:5]=3)[CH2:21]2)=[O:24])(=[O:34])=[O:35])=[CH:28][CH:27]=1, predict the reactants needed to synthesize it. The reactants are: [C:1]([C:3]1[C:4]([N:18]2[CH2:21][CH:20]([C:22]([OH:24])=O)[CH2:19]2)=[N:5][C:6]([C:14]([F:17])([F:16])[F:15])=[C:7]([C:9]([O:11][CH2:12][CH3:13])=[O:10])[CH:8]=1)#[N:2].[Cl:25][C:26]1[CH:31]=[CH:30][C:29]([CH2:32][S:33]([NH2:36])(=[O:35])=[O:34])=[CH:28][CH:27]=1. (3) Given the product [C:1]([N:5]1[CH2:10][CH2:9][N:8]([C:11]2[CH:12]=[CH:13][C:14]([NH2:17])=[CH:15][CH:16]=2)[CH2:7][CH2:6]1)([CH3:4])([CH3:2])[CH3:3], predict the reactants needed to synthesize it. The reactants are: [C:1]([N:5]1[CH2:10][CH2:9][N:8]([C:11]2[CH:16]=[CH:15][C:14]([N+:17]([O-])=O)=[CH:13][CH:12]=2)[CH2:7][CH2:6]1)([CH3:4])([CH3:3])[CH3:2].[Cl-].[NH4+]. (4) The reactants are: [CH:1](=[C:11]1/[C:12](=[O:17])[NH:13][C:14](=[O:16])[S:15]/1)\[CH2:2][CH2:3][CH2:4][CH2:5][CH2:6][CH2:7][CH2:8][CH2:9][CH3:10].Br[CH2:19][C:20]([O:22][CH2:23][CH3:24])=[O:21]. Given the product [CH:1](=[C:11]1/[C:12](=[O:17])[N:13]([CH2:19][C:20]([O:22][CH2:23][CH3:24])=[O:21])[C:14](=[O:16])[S:15]/1)\[CH2:2][CH2:3][CH2:4][CH2:5][CH2:6][CH2:7][CH2:8][CH2:9][CH3:10], predict the reactants needed to synthesize it. (5) The reactants are: Br[C:2]1[C:3]([F:17])=[CH:4][C:5]2[S:9][C:8]([NH:10][C:11]([NH:13][CH2:14][CH3:15])=[O:12])=[N:7][C:6]=2[CH:16]=1.CC1(C)C(C)(C)OB([C:26]2[CH:27]=[CH:28][C:29]([C:32]#[N:33])=[N:30][CH:31]=2)O1.[O-]P([O-])([O-])=O.[K+].[K+].[K+]. Given the product [C:32]([C:29]1[N:30]=[CH:31][C:26]([C:2]2[C:3]([F:17])=[CH:4][C:5]3[S:9][C:8]([NH:10][C:11]([NH:13][CH2:14][CH3:15])=[O:12])=[N:7][C:6]=3[CH:16]=2)=[CH:27][CH:28]=1)#[N:33], predict the reactants needed to synthesize it. (6) Given the product [F:8][C:6]1[CH:5]=[CH:4][C:3]([C:9]2[N:14]=[CH:13][N:12]=[C:11]([NH:15][C:16]3[CH:21]=[CH:20][CH:19]=[C:18]([CH2:22][S:23]([CH3:26])(=[O:25])=[O:24])[CH:17]=3)[N:10]=2)=[C:2]([O:32][CH2:31][CH2:30][CH2:29][C:28]([F:34])([F:33])[F:27])[CH:7]=1, predict the reactants needed to synthesize it. The reactants are: F[C:2]1[CH:7]=[C:6]([F:8])[CH:5]=[CH:4][C:3]=1[C:9]1[N:14]=[CH:13][N:12]=[C:11]([NH:15][C:16]2[CH:21]=[CH:20][CH:19]=[C:18]([CH2:22][S:23]([CH3:26])(=[O:25])=[O:24])[CH:17]=2)[N:10]=1.[F:27][C:28]([F:34])([F:33])[CH2:29][CH2:30][CH2:31][OH:32].